This data is from Peptide-MHC class II binding affinity with 134,281 pairs from IEDB. The task is: Regression. Given a peptide amino acid sequence and an MHC pseudo amino acid sequence, predict their binding affinity value. This is MHC class II binding data. (1) The peptide sequence is DREVVANVIGLSGDS. The MHC is HLA-DQA10101-DQB10501 with pseudo-sequence HLA-DQA10101-DQB10501. The binding affinity (normalized) is 0.0465. (2) The peptide sequence is AFKVAATAANAAPAF. The MHC is HLA-DPA10201-DPB11401 with pseudo-sequence HLA-DPA10201-DPB11401. The binding affinity (normalized) is 0.854. (3) The peptide sequence is FNTRRNTLLFLDLIM. The MHC is DRB1_0101 with pseudo-sequence DRB1_0101. The binding affinity (normalized) is 0.564.